This data is from Reaction yield outcomes from USPTO patents with 853,638 reactions. The task is: Predict the reaction yield, written as a fraction of the theoretical maximum amount of product (1.0 means a 100% yield; for example, 0.34 means a 34% yield). (1) The reactants are CC(OC([NH:8][C@@H:9]([CH2:16][CH3:17])/[CH:10]=[CH:11]/[C:12]([O:14][CH3:15])=[O:13])=O)(C)C.[C:18]([OH:24])([C:20]([F:23])([F:22])[F:21])=[O:19]. The catalyst is C(Cl)Cl. The product is [F:21][C:20]([F:23])([F:22])[C:18]([OH:24])=[O:19].[NH2:8][C@@H:9]([CH2:16][CH3:17])/[CH:10]=[CH:11]/[C:12]([O:14][CH3:15])=[O:13]. The yield is 0.780. (2) The reactants are [CH:1]1([N:5]2[CH2:10][CH2:9][N:8]([C:11]([C:13]3[CH:14]=[C:15]4[C:19](=[CH:20][CH:21]=3)[NH:18][C:17]([C:22]([N:24]3[CH2:29][CH2:28][S:27](=[O:31])(=[O:30])[CH2:26][CH2:25]3)=[O:23])=[CH:16]4)=[O:12])[CH2:7][CH2:6]2)[CH2:4][CH2:3][CH2:2]1.[H-].[Na+].[CH:34]1([CH2:37]Br)[CH2:36][CH2:35]1. The catalyst is CN(C)C=O. The product is [CH:1]1([N:5]2[CH2:6][CH2:7][N:8]([C:11]([C:13]3[CH:14]=[C:15]4[C:19](=[CH:20][CH:21]=3)[N:18]([CH2:37][CH:34]3[CH2:36][CH2:35]3)[C:17]([C:22]([N:24]3[CH2:29][CH2:28][S:27](=[O:30])(=[O:31])[CH2:26][CH2:25]3)=[O:23])=[CH:16]4)=[O:12])[CH2:9][CH2:10]2)[CH2:2][CH2:3][CH2:4]1. The yield is 0.800. (3) The reactants are CN(C)C=O.[CH2:6]([O:13][C:14]1[CH:23]=[C:22]2[C:17]([C:18]([O:24][C:25]3[C:26](I)=[N:27][C:28]([CH3:31])=[CH:29][CH:30]=3)=[CH:19][CH:20]=[N:21]2)=[CH:16][C:15]=1[O:33][CH3:34])[C:7]1[CH:12]=[CH:11][CH:10]=[CH:9][CH:8]=1.C([Sn](CCCC)(CCCC)[C:40]1[S:41][CH:42]=[CH:43][N:44]=1)CCC. The catalyst is [Cu]=O.O. The product is [CH2:6]([O:13][C:14]1[CH:23]=[C:22]2[C:17]([C:18]([O:24][C:25]3[C:26]([C:40]4[S:41][CH:42]=[CH:43][N:44]=4)=[N:27][C:28]([CH3:31])=[CH:29][CH:30]=3)=[CH:19][CH:20]=[N:21]2)=[CH:16][C:15]=1[O:33][CH3:34])[C:7]1[CH:12]=[CH:11][CH:10]=[CH:9][CH:8]=1. The yield is 0.460. (4) The reactants are [Cl:1][C:2]1[CH:22]=[CH:21][CH:20]=[C:19]([C:23]([F:26])([F:25])[F:24])[C:3]=1[CH2:4][N:5]1[C:13]2[C:8](=[C:9]([F:17])[CH:10]=[C:11]([C:14](O)=[O:15])[CH:12]=2)[C:7]([I:18])=[N:6]1.CN(C(ON1N=NC2C=CC=NC1=2)=[N+](C)C)C.F[P-](F)(F)(F)(F)F.Cl.[CH3:52][O:53][CH:54]1[CH2:57][NH:56][CH2:55]1.CCN(C(C)C)C(C)C. The catalyst is CN(C=O)C.O. The product is [Cl:1][C:2]1[CH:22]=[CH:21][CH:20]=[C:19]([C:23]([F:26])([F:24])[F:25])[C:3]=1[CH2:4][N:5]1[C:13]2[C:8](=[C:9]([F:17])[CH:10]=[C:11]([C:14]([N:56]3[CH2:57][CH:54]([O:53][CH3:52])[CH2:55]3)=[O:15])[CH:12]=2)[C:7]([I:18])=[N:6]1. The yield is 0.954. (5) The reactants are [F:1][C:2]([F:21])([F:20])[C:3]1[CH:8]=[CH:7][CH:6]=[CH:5][C:4]=1[C:9]1[O:10][C:11](=[O:19])[C:12]2[CH:18]=[CH:17][CH:16]=[N:15][C:13]=2[N:14]=1.[OH-].[NH4+:23]. No catalyst specified. The product is [F:1][C:2]([F:21])([F:20])[C:3]1[CH:8]=[CH:7][CH:6]=[CH:5][C:4]=1[C:9]([NH:14][C:13]1[N:15]=[CH:16][CH:17]=[CH:18][C:12]=1[C:11]([NH2:23])=[O:19])=[O:10]. The yield is 0.330. (6) The reactants are [C:1]([NH:4][C:5]1[CH:9]=[CH:8][NH:7][C:6]=1[C:10]([O:12][CH2:13][CH3:14])=[O:11])(=[O:3])[CH3:2].[Cl:15]N1C(=O)CCC1=O.O. The catalyst is C(Cl)(Cl)Cl. The product is [C:1]([NH:4][C:5]1[CH:9]=[C:8]([Cl:15])[NH:7][C:6]=1[C:10]([O:12][CH2:13][CH3:14])=[O:11])(=[O:3])[CH3:2]. The yield is 0.493. (7) The product is [C:26]([C:23]1[CH:24]=[CH:25][C:20]2[O:19][CH2:18][C:17](=[O:29])[N:16]([CH2:15][CH2:14][N:11]3[CH2:10][CH2:9][CH:8]([NH2:7])[CH2:13][CH2:12]3)[C:21]=2[CH:22]=1)(=[O:28])[CH3:27]. The reactants are C(OC(=O)[NH:7][CH:8]1[CH2:13][CH2:12][N:11]([CH2:14][CH2:15][N:16]2[C:21]3[CH:22]=[C:23]([C:26](=[O:28])[CH3:27])[CH:24]=[CH:25][C:20]=3[O:19][CH2:18][C:17]2=[O:29])[CH2:10][CH2:9]1)(C)(C)C.NC1CCN(CCN2C3C(=CC=C(C#N)C=3)C=CC2=O)CC1. The yield is 1.00. No catalyst specified. (8) The reactants are [NH2:1]/[C:2](/[C:6]1[CH:11]=[CH:10][N:9]=[C:8]([Cl:12])[CH:7]=1)=[CH:3]\[C:4]#[N:5].[C:13](O)(=O)[C:14](O)=O.C([NH:21]N)C.Cl. The catalyst is CO. The product is [Cl:12][C:8]1[CH:7]=[C:6]([C:2]2[CH:3]=[C:4]([NH2:21])[N:5]([CH2:13][CH3:14])[N:1]=2)[CH:11]=[CH:10][N:9]=1. The yield is 0.610. (9) The reactants are [CH3:1][C:2]1[CH:7]=[CH:6][C:5]([SH:8])=[CH:4][CH:3]=1.[OH-:9].[Na+].I[CH2:12][CH2:13][CH3:14].ClC1C=CC=C(C(OO)=[O:23])C=1. The catalyst is CO.O.C(Cl)Cl. The product is [CH3:1][C:2]1[CH:7]=[CH:6][C:5]([S:8]([CH2:12][CH2:13][CH3:14])(=[O:23])=[O:9])=[CH:4][CH:3]=1. The yield is 0.780. (10) The reactants are C(C1C=C(C=CC=1)OCC(O)=O)=O.CN1CCCCC1.[CH:21]([C:23]1[CH:24]=[C:25]([CH:43]=[CH:44][CH:45]=1)[O:26][CH2:27][C:28]([N:30]1[CH2:35][CH2:34][N:33]([C:36](OC(C)(C)C)=O)[CH2:32][CH2:31]1)=[O:29])=[O:22]. No catalyst specified. The product is [CH3:36][N:33]1[CH2:34][CH2:35][N:30]([C:28](=[O:29])[CH2:27][O:26][C:25]2[CH:24]=[C:23]([CH:45]=[CH:44][CH:43]=2)[CH:21]=[O:22])[CH2:31][CH2:32]1. The yield is 0.570.